From a dataset of Forward reaction prediction with 1.9M reactions from USPTO patents (1976-2016). Predict the product of the given reaction. (1) Given the reactants [CH2:1]([OH:5])[C@@H:2]([OH:4])[CH3:3].[H-].[Na+].[CH2:8]([N:12]1[C:16]2[CH:17]=[N:18][CH:19]=[CH:20][C:15]=2[S:14]/[C:13]/1=[N:21]\[C:22](=[O:34])[C:23]1[CH:28]=[C:27]([C:29]([F:32])([F:31])[F:30])[CH:26]=[CH:25][C:24]=1F)[CH2:9][CH2:10][CH3:11], predict the reaction product. The product is: [CH2:8]([N:12]1[C:16]2[CH:17]=[N:18][CH:19]=[CH:20][C:15]=2[S:14]/[C:13]/1=[N:21]\[C:22](=[O:34])[C:23]1[CH:28]=[C:27]([C:29]([F:32])([F:31])[F:30])[CH:26]=[CH:25][C:24]=1[O:5][CH2:1][C@@H:2]([OH:4])[CH3:3])[CH2:9][CH2:10][CH3:11]. (2) Given the reactants [CH3:1][N:2]1[CH2:7][CH2:6][NH:5][CH2:4][CH2:3]1.[C:8]([C:10]1[CH:11]=[C:12](I)[CH:13]=[C:14]2[C:19]=1[N:18]=[CH:17][N:16]([C:20]1[CH:21]=[C:22]([CH:27]=[CH:28][C:29]=1[CH3:30])[C:23]([O:25][CH3:26])=[O:24])[C:15]2=[O:31])#[N:9], predict the reaction product. The product is: [C:8]([C:10]1[CH:11]=[C:12]([N:5]2[CH2:6][CH2:7][N:2]([CH3:1])[CH2:3][CH2:4]2)[CH:13]=[C:14]2[C:19]=1[N:18]=[CH:17][N:16]([C:20]1[CH:21]=[C:22]([CH:27]=[CH:28][C:29]=1[CH3:30])[C:23]([O:25][CH3:26])=[O:24])[C:15]2=[O:31])#[N:9]. (3) Given the reactants [CH2:1]([O:3][C:4](=[O:13])[CH2:5][C:6]1[CH:11]=[CH:10][CH:9]=[C:8]([OH:12])[CH:7]=1)[CH3:2].N1C=CN=C1.[CH3:19][C:20]([Si:23](Cl)([CH3:25])[CH3:24])([CH3:22])[CH3:21].O, predict the reaction product. The product is: [CH2:1]([O:3][C:4](=[O:13])[CH2:5][C:6]1[CH:11]=[CH:10][CH:9]=[C:8]([O:12][Si:23]([C:20]([CH3:22])([CH3:21])[CH3:19])([CH3:25])[CH3:24])[CH:7]=1)[CH3:2].